The task is: Predict the reactants needed to synthesize the given product.. This data is from Full USPTO retrosynthesis dataset with 1.9M reactions from patents (1976-2016). (1) Given the product [C:18]([O:19][C:13]([N:1]1[CH2:8][CH2:7][CH2:6][CH:2]1[C:3]([OH:5])=[O:4])=[O:14])([CH3:17])([CH3:20])[CH3:23], predict the reactants needed to synthesize it. The reactants are: [NH:1]1[CH2:8][CH2:7][CH2:6][CH:2]1[C:3]([OH:5])=[O:4].[OH-].[Na+].C1C[O:14][CH2:13]C1.C(O)(=O)[CH2:17][C:18]([CH2:23]C(O)=O)([C:20](O)=O)[OH:19]. (2) Given the product [N:15]1[CH:14]=[CH:13][CH:12]=[CH:11][C:10]=1[N:9]([C:7]1[CH:8]=[CH:3][CH:4]=[CH:5][N:6]=1)[CH2:19][C:20]([O:22][C:23]([CH3:26])([CH3:25])[CH3:24])=[O:21], predict the reactants needed to synthesize it. The reactants are: [OH-].[K+].[CH:3]1[CH:8]=[C:7]([NH:9][C:10]2[N:15]=[CH:14][CH:13]=[CH:12][CH:11]=2)[N:6]=[CH:5][CH:4]=1.[I-].[K+].Br[CH2:19][C:20]([O:22][C:23]([CH3:26])([CH3:25])[CH3:24])=[O:21]. (3) Given the product [CH3:1][CH:2]([CH3:15])[CH2:3][CH2:4][O:5][C:6]1[N:7]=[CH:8][C:9]([CH2:10][OH:11])=[CH:13][CH:14]=1, predict the reactants needed to synthesize it. The reactants are: [CH3:1][CH:2]([CH3:15])[CH2:3][CH2:4][O:5][C:6]1[CH:14]=[CH:13][C:9]([C:10](O)=[O:11])=[CH:8][N:7]=1.[H-].[Al+3].[Li+].[H-].[H-].[H-]. (4) The reactants are: [C:1]([O:4][CH2:5][C:6]([N:8]1[CH2:13][CH2:12][CH:11]([CH2:14][OH:15])[CH2:10][CH2:9]1)=[O:7])(=[O:3])[CH3:2].C[N+]1([O-])CCOCC1. Given the product [C:1]([O:4][CH2:5][C:6]([N:8]1[CH2:13][CH2:12][CH:11]([CH:14]=[O:15])[CH2:10][CH2:9]1)=[O:7])(=[O:3])[CH3:2], predict the reactants needed to synthesize it. (5) Given the product [NH2:25][C:21]1[C:22]([CH3:24])=[N:23][C:18]([NH:17][CH2:16][C:15]([N:14]([CH:11]2[CH2:12][CH2:13][N:8]([CH2:1][C:2]3[CH:3]=[CH:4][CH:5]=[CH:6][CH:7]=3)[CH2:9][CH2:10]2)[CH3:30])=[O:29])=[N:19][C:20]=1[CH3:28], predict the reactants needed to synthesize it. The reactants are: [CH2:1]([N:8]1[CH2:13][CH2:12][CH:11]([N:14]([CH3:30])[C:15](=[O:29])[CH2:16][NH:17][C:18]2[N:23]=[C:22]([CH3:24])[C:21]([N+:25]([O-])=O)=[C:20]([CH3:28])[N:19]=2)[CH2:10][CH2:9]1)[C:2]1[CH:7]=[CH:6][CH:5]=[CH:4][CH:3]=1. (6) Given the product [Br:6][C:7]1[CH:8]=[C:9]([NH:10][C:3]([NH2:4])=[O:1])[CH:11]=[CH:12][CH:13]=1, predict the reactants needed to synthesize it. The reactants are: [O:1]([C:3]#[N:4])[K].O.[Br:6][C:7]1[CH:8]=[C:9]([CH:11]=[CH:12][CH:13]=1)[NH2:10].